This data is from Forward reaction prediction with 1.9M reactions from USPTO patents (1976-2016). The task is: Predict the product of the given reaction. (1) Given the reactants C[O:2][C:3](=O)[CH2:4][CH2:5][CH:6]1[CH2:10][CH2:9][CH:8]([C:11]2[CH:16]=[CH:15][C:14]([F:17])=[CH:13][CH:12]=2)[N:7]1[S:18]([C:21]1[CH:26]=[CH:25][C:24]([CH3:27])=[CH:23][CH:22]=1)(=[O:20])=[O:19].[H-].[Al+3].[Li+].[H-].[H-].[H-].CCCCCC, predict the reaction product. The product is: [F:17][C:14]1[CH:13]=[CH:12][C:11]([CH:8]2[N:7]([S:18]([C:21]3[CH:22]=[CH:23][C:24]([CH3:27])=[CH:25][CH:26]=3)(=[O:20])=[O:19])[CH:6]([CH2:5][CH2:4][CH2:3][OH:2])[CH2:10][CH2:9]2)=[CH:16][CH:15]=1. (2) Given the reactants [CH3:1][C:2]1[CH:3]=[CH:4][CH:5]=[CH:6][C:7]=1[C:8]([NH:10][C:11]1[CH:12]=[CH:13][C:14]([C:18]([N:20]2[C:26]3[CH:27]=[CH:28][C:29]([Cl:31])=[CH:30][C:25]=3[CH:24]([OH:32])[CH2:23][CH2:22][CH2:21]2)=[O:19])=[C:15]([CH3:17])[CH:16]=1)=[O:9].[Cl:33][CH2:34][CH2:35][N:36]=[C:37]=[O:38], predict the reaction product. The product is: [Cl:31][C:29]1[CH:28]=[CH:27][C:26]2[N:20]([C:18](=[O:19])[C:14]3[CH:13]=[CH:12][C:11]([NH:10][C:8](=[O:9])[C:7]4[CH:6]=[CH:5][CH:4]=[CH:3][C:2]=4[CH3:1])=[CH:16][C:15]=3[CH3:17])[CH2:21][CH2:22][CH2:23][CH:24]([O:32][C:37](=[O:38])[NH:36][CH2:35][CH2:34][Cl:33])[C:25]=2[CH:30]=1. (3) Given the reactants N1C=CC=CC=1.[CH2:7]([C:9]1[N:14]=[CH:13][C:12]([S:15](Cl)(=[O:17])=[O:16])=[CH:11][CH:10]=1)[CH3:8].[NH2:19][C:20]1[CH:21]=[N:22][C:23]2[C:28]([CH:29]=1)=[CH:27][CH:26]=[CH:25][C:24]=2[Br:30].O, predict the reaction product. The product is: [Br:30][C:24]1[CH:25]=[CH:26][CH:27]=[C:28]2[C:23]=1[N:22]=[CH:21][C:20]([NH:19][S:15]([C:12]1[CH:13]=[N:14][C:9]([CH2:7][CH3:8])=[CH:10][CH:11]=1)(=[O:17])=[O:16])=[CH:29]2. (4) Given the reactants [CH3:1][N:2]1[CH2:7][CH2:6][N:5]([C:8]2[N:13]=[C:12]([C:14]([O:16]C)=[O:15])[CH:11]=[CH:10][CH:9]=2)[CH2:4][CH2:3]1.O.[OH-].[Li+].Cl, predict the reaction product. The product is: [CH3:1][N:2]1[CH2:7][CH2:6][N:5]([C:8]2[N:13]=[C:12]([C:14]([OH:16])=[O:15])[CH:11]=[CH:10][CH:9]=2)[CH2:4][CH2:3]1. (5) Given the reactants Cl.[CH3:2][C@H:3]1[O:8][C@@H:7]([C:9]([F:12])([F:11])[F:10])[CH2:6][NH:5][CH2:4]1.C([O-])([O-])=O.[K+].[K+].Br[CH2:20][C:21]1[CH:30]=[C:29]2[C:24]([C:25]([Cl:33])=[CH:26][C:27]([C:31]#[N:32])=[N:28]2)=[CH:23][CH:22]=1, predict the reaction product. The product is: [Cl:33][C:25]1[C:24]2[C:29](=[CH:30][C:21]([CH2:20][N:5]3[CH2:6][C@H:7]([C:9]([F:10])([F:12])[F:11])[O:8][C@H:3]([CH3:2])[CH2:4]3)=[CH:22][CH:23]=2)[N:28]=[C:27]([C:31]#[N:32])[CH:26]=1. (6) The product is: [Br:24][C:11]1[CH:10]=[C:9]([C:3](=[O:8])[C:4]([CH3:7])([CH3:5])[CH3:6])[CH:23]=[CH:22][C:12]=1[CH2:13][CH:14]([CH3:18])[C:15]([OH:17])=[O:16]. Given the reactants [OH-].[K+].[C:3]([C:9]1[CH:23]=[CH:22][C:12]([CH2:13][C:14](C)([C:18]([O-])=O)[C:15]([O-:17])=[O:16])=[C:11]([Br:24])[CH:10]=1)(=[O:8])[C:4]([CH3:7])([CH3:6])[CH3:5], predict the reaction product. (7) The product is: [CH3:33][N:34]1[C:42]2[C:37](=[CH:38][C:39]([C:4]3[N:5]=[C:6]4[CH:11]=[CH:10][C:9]([CH:12]5[CH2:13][CH2:14][N:15]([C:18]([O:20][C:21]([CH3:22])([CH3:24])[CH3:23])=[O:19])[CH2:16][CH2:17]5)=[CH:8][N:7]4[C:2](=[O:1])[CH:3]=3)=[CH:40][CH:41]=2)[CH:36]=[N:35]1. Given the reactants [O:1]=[C:2]1[N:7]2[CH:8]=[C:9]([CH:12]3[CH2:17][CH2:16][N:15]([C:18]([O:20][C:21]([CH3:24])([CH3:23])[CH3:22])=[O:19])[CH2:14][CH2:13]3)[CH:10]=[CH:11][C:6]2=[N:5][C:4](OS(C(F)(F)F)(=O)=O)=[CH:3]1.[CH3:33][N:34]1[C:42]2[C:37](=[CH:38][C:39](B3OC(C)(C)C(C)(C)O3)=[CH:40][CH:41]=2)[CH:36]=[N:35]1.[O-]P([O-])([O-])=O.[K+].[K+].[K+], predict the reaction product.